From a dataset of Forward reaction prediction with 1.9M reactions from USPTO patents (1976-2016). Predict the product of the given reaction. (1) Given the reactants [H-].[Na+].[CH3:3][CH:4]([CH3:7])[CH2:5][OH:6].[Br:8][C:9]1[CH:17]=[CH:16][C:12]([C:13]([OH:15])=[O:14])=[C:11](F)[CH:10]=1, predict the reaction product. The product is: [Br:8][C:9]1[CH:17]=[CH:16][C:12]([C:13]([OH:15])=[O:14])=[C:11]([O:6][CH2:5][CH:4]([CH3:7])[CH3:3])[CH:10]=1. (2) Given the reactants S(Cl)([Cl:4])(=O)=O.[C:6]([CH2:11][C:12]([O:14][CH2:15][CH3:16])=[O:13])(=[O:10])[CH:7]([CH3:9])[CH3:8].O.C([O-])(O)=O.[Na+].[C:23]1([CH3:29])C=CC=C[CH:24]=1, predict the reaction product. The product is: [Cl:4][CH:11]([C:6](=[O:10])[C:7]1[CH:9]=[CH:29][CH:23]=[CH:24][CH:8]=1)[C:12]([O:14][CH2:15][CH3:16])=[O:13]. (3) Given the reactants [N-:1]=[N+:2]=[N-:3].[Na+].[CH2:5]([O:14][C:15]1[CH:16]=[C:17]([CH:20]=[C:21]([O:23][CH2:24][CH2:25][CH2:26][CH2:27][CH2:28][CH2:29][CH2:30][CH2:31][CH3:32])[CH:22]=1)[CH2:18]Cl)[CH2:6][CH2:7][CH2:8][CH2:9][CH2:10][CH2:11][CH2:12][CH3:13], predict the reaction product. The product is: [CH2:5]([O:14][C:15]1[CH:16]=[C:17]([CH:20]=[C:21]([O:23][CH2:24][CH2:25][CH2:26][CH2:27][CH2:28][CH2:29][CH2:30][CH2:31][CH2:32][CH2:8][CH2:9][CH3:10])[CH:22]=1)[CH2:18][N:1]=[N+:2]=[N-:3])[CH2:6][CH2:7][CH2:8][CH2:9][CH2:10][CH2:11][CH2:12][CH2:13][CH2:5][CH2:6][CH3:7]. (4) Given the reactants [CH3:1][C:2]1[CH:10]=[CH:9][C:8]2[N:7]([CH2:11][C@H:12]([C:14]3[CH:19]=[CH:18][N:17]=[CH:16][CH:15]=3)[OH:13])[C:6]3[CH2:20][CH2:21][N:22]4[C@@H:26]([C:5]=3[C:4]=2[CH:3]=1)[CH2:25][CH2:24][CH2:23]4.[H-].[Na+].Br[CH:30]1[CH2:34][CH2:33][CH2:32][CH2:31]1, predict the reaction product. The product is: [CH:30]1([O:13][C@@H:12]([C:14]2[CH:19]=[CH:18][N:17]=[CH:16][CH:15]=2)[CH2:11][N:7]2[C:8]3[CH:9]=[CH:10][C:2]([CH3:1])=[CH:3][C:4]=3[C:5]3[C@@H:26]4[N:22]([CH2:21][CH2:20][C:6]2=3)[CH2:23][CH2:24][CH2:25]4)[CH2:34][CH2:33][CH2:32][CH2:31]1. (5) Given the reactants C([NH:4][C:5]1[N:9]([C@@H:10]2[CH2:15][CH2:14][CH2:13][N:12](C(OCC3C=CC=CC=3)=O)[CH2:11]2)[N:8]=[C:7]([C:26]2[CH:31]=[CH:30][C:29]([O:32][C:33]3[CH:38]=[CH:37][C:36]([Cl:39])=[CH:35][N:34]=3)=[CH:28][CH:27]=2)[C:6]=1[C:40]#[N:41])(=O)C.S(=O)(=O)(O)[OH:43].[OH-].[NH4+], predict the reaction product. The product is: [NH2:4][C:5]1[N:9]([C@@H:10]2[CH2:15][CH2:14][CH2:13][NH:12][CH2:11]2)[N:8]=[C:7]([C:26]2[CH:27]=[CH:28][C:29]([O:32][C:33]3[CH:38]=[CH:37][C:36]([Cl:39])=[CH:35][N:34]=3)=[CH:30][CH:31]=2)[C:6]=1[C:40]([NH2:41])=[O:43]. (6) The product is: [OH:3][CH2:4][CH2:5][O:6][C:7]1[CH:20]=[CH:19][C:18]2[S:17][C:16]3[C:11](=[CH:12][CH:13]=[CH:14][CH:15]=3)[C:10](=[O:21])[C:9]=2[CH:8]=1. Given the reactants C([O:3][CH2:4][CH2:5][O:6][C:7]1[CH:20]=[CH:19][C:18]2[S:17][C:16]3[C:11](=[CH:12][CH:13]=[CH:14][CH:15]=3)[C:10](=[O:21])[C:9]=2[CH:8]=1)=C.C1(C)C=CC(S([O-])(=O)=O)=CC=1.[NH+]1C=CC=CC=1.O.C(=O)([O-])[O-].[Na+].[Na+], predict the reaction product. (7) Given the reactants [NH2:1][C:2]1[C:3](=[O:26])[N:4]([CH3:25])[C:5]([NH:14][CH2:15][CH:16]([NH2:24])[CH2:17][C:18]2[CH:23]=[CH:22][CH:21]=[CH:20][CH:19]=2)=[N:6][C:7]=1[C:8]1[CH:13]=[CH:12][N:11]=[CH:10][CH:9]=1.[C:27]1(=O)[C:35]2[C:30](=[CH:31][CH:32]=[CH:33][CH:34]=2)[C:29](=[O:36])[O:28]1.C(O)(C(F)(F)F)=O, predict the reaction product. The product is: [NH2:24][CH:16]([CH2:17][C:18]1[CH:19]=[CH:20][CH:21]=[CH:22][CH:23]=1)[CH2:15][NH:14][C:5]1[N:4]([CH3:25])[C:3](=[O:26])[C:2]([N:1]2[C:27](=[O:28])[C:35]3[C:30](=[CH:31][CH:32]=[CH:33][CH:34]=3)[C:29]2=[O:36])=[C:7]([C:8]2[CH:13]=[CH:12][N:11]=[CH:10][CH:9]=2)[N:6]=1. (8) The product is: [ClH:53].[ClH:67].[Cl:54][C:49]1[CH:48]=[C:47]([CH:52]=[CH:51][C:50]=1[Cl:53])[CH2:46][O:45][C:42]1[CH:43]=[CH:44][C:39]([C@H:37]2[CH2:36][O:35][C:31]3=[CH:32][C:33]4[CH2:34][C@@H:25]([C:23]([NH:22][C@@H:6]([CH2:7][C:8]5[CH:13]=[CH:12][C:11]([C:14]6[CH:19]=[CH:18][N:17]=[C:16]([CH3:20])[C:15]=6[CH3:21])=[CH:10][CH:9]=5)[C:5]([OH:4])=[O:55])=[O:24])[N:26]([C:82]([CH:77]5[CH2:78][CH2:79][CH2:80][CH2:81][NH:76]5)=[O:83])[CH2:27][C:28]=4[CH:29]=[C:30]3[O:38]2)=[CH:40][CH:41]=1. Given the reactants Cl.Cl.C[O:4][C:5](=[O:55])[C@@H:6]([NH:22][C:23]([C@@H:25]1[CH2:34][C:33]2[CH:32]=[C:31]3[O:35][CH2:36][C@H:37]([C:39]4[CH:44]=[CH:43][C:42]([O:45][CH2:46][C:47]5[CH:52]=[CH:51][C:50]([Cl:53])=[C:49]([Cl:54])[CH:48]=5)=[CH:41][CH:40]=4)[O:38][C:30]3=[CH:29][C:28]=2[CH2:27][NH:26]1)=[O:24])[CH2:7][C:8]1[CH:13]=[CH:12][C:11]([C:14]2[CH:19]=[CH:18][N:17]=[C:16]([CH3:20])[C:15]=2[CH3:21])=[CH:10][CH:9]=1.CCN(C(C)C)C(C)C.C(Cl)C[Cl:67].C(OC([N:76]1[CH2:81][CH2:80][CH2:79][CH2:78][CH:77]1[C:82](O)=[O:83])=O)(C)(C)C, predict the reaction product. (9) Given the reactants [NH2:1][C:2]1[CH:7]=[CH:6][N:5]=[CH:4][C:3]=1I.[CH3:9][N:10]([CH3:27])[C:11]1([C:21]2[CH:26]=[CH:25][CH:24]=[CH:23][CH:22]=2)[CH2:16][CH2:15][C:14]([C:18]#[C:19][CH3:20])([OH:17])[CH2:13][CH2:12]1.[Cl-].[Li+].C(=O)([O-])[O-].[Na+].[Na+], predict the reaction product. The product is: [CH3:27][N:10]([CH3:9])[C:11]1([C:21]2[CH:26]=[CH:25][CH:24]=[CH:23][CH:22]=2)[CH2:16][CH2:15][C:14]([C:18]2[NH:1][C:2]3[CH:7]=[CH:6][N:5]=[CH:4][C:3]=3[C:19]=2[CH3:20])([OH:17])[CH2:13][CH2:12]1. (10) Given the reactants [C:1]1([C:7]#[C:8][Mg]Br)[CH:6]=[CH:5][CH:4]=[CH:3][CH:2]=1.C(#N)[C:12]1[CH:17]=[CH:16][CH:15]=[CH:14][CH:13]=1.CCCCCCCCCCCCC, predict the reaction product. The product is: [C:1]1([C:7]#[C:8][C:12]2[CH:17]=[CH:16][CH:15]=[CH:14][CH:13]=2)[CH:6]=[CH:5][CH:4]=[CH:3][CH:2]=1.